This data is from Reaction yield outcomes from USPTO patents with 853,638 reactions. The task is: Predict the reaction yield, written as a fraction of the theoretical maximum amount of product (1.0 means a 100% yield; for example, 0.34 means a 34% yield). (1) The reactants are Br[C:2]1[CH:7]=[CH:6][CH:5]=[CH:4][CH:3]=1.[CH2:8](B(O)O)[CH2:9][CH2:10][CH3:11].[OH-].[Na+]. The catalyst is O1CCOCC1.CN(C1C(C2[C-]=CC=CC=2)=CC=CC=1)C.C1[C@H]2CC(PC3[C@H]4C[C@H](CC4)C3)[C@H](C2)C1.Cl[Pd+]. The product is [CH3:8][CH2:9][CH2:10][CH2:11][C:2]1[CH:3]=[CH:4][CH:5]=[CH:6][CH:7]=1. The yield is 0.930. (2) The catalyst is C1C=CC(/C=C/C(/C=C/C2C=CC=CC=2)=O)=CC=1.C1C=CC(/C=C/C(/C=C/C2C=CC=CC=2)=O)=CC=1.C1C=CC(/C=C/C(/C=C/C2C=CC=CC=2)=O)=CC=1.[Pd].[Pd].O1CCOCC1. The product is [Cl:24][C:22]1[CH:23]=[C:18]([NH:1][C:2]2[CH:3]=[CH:4][C:5]([C:8]([N:10]3[CH2:15][CH2:14][O:13][CH2:12][C@H:11]3[CH3:16])=[O:9])=[CH:6][N:7]=2)[C:19](=[O:26])[N:20]([CH3:25])[N:21]=1. The yield is 0.790. The reactants are [NH2:1][C:2]1[N:7]=[CH:6][C:5]([C:8]([N:10]2[CH2:15][CH2:14][O:13][CH2:12][C@H:11]2[CH3:16])=[O:9])=[CH:4][CH:3]=1.Br[C:18]1[C:19](=[O:26])[N:20]([CH3:25])[N:21]=[C:22]([Cl:24])[CH:23]=1.C(=O)([O-])[O-].[Cs+].[Cs+].CC1(C)C2C(=C(P(C3C=CC=CC=3)C3C=CC=CC=3)C=CC=2)OC2C(P(C3C=CC=CC=3)C3C=CC=CC=3)=CC=CC1=2. (3) The product is [NH2:16][C:11]1[CH:12]=[CH:13][CH:14]=[CH:15][C:10]=1[S:7]([NH:6][CH:1]1[CH2:5][CH2:4][CH2:3][CH2:2]1)(=[O:9])=[O:8]. The catalyst is CO.[Pd]. The yield is 0.978. The reactants are [CH:1]1([NH:6][S:7]([C:10]2[CH:15]=[CH:14][CH:13]=[CH:12][C:11]=2[N+:16]([O-])=O)(=[O:9])=[O:8])[CH2:5][CH2:4][CH2:3][CH2:2]1. (4) The reactants are Cl[C:2]1[CH:7]=[CH:6][N:5]=[C:4]2[CH:8]=[C:9]([C:11]([N:13]3[CH2:17][CH2:16][CH2:15][CH2:14]3)=[O:12])[S:10][C:3]=12.[F:18][C:19]1[CH:39]=[C:38]([N+:40]([O-:42])=[O:41])[CH:37]=[CH:36][C:20]=1[O:21]C1C=CN=C2C=C(C(N(C)C)=O)SC=12. No catalyst specified. The product is [F:18][C:19]1[CH:39]=[C:38]([N+:40]([O-:42])=[O:41])[CH:37]=[CH:36][C:20]=1[O:21][C:2]1[CH:7]=[CH:6][N:5]=[C:4]2[CH:8]=[C:9]([C:11]([N:13]3[CH2:17][CH2:16][CH2:15][CH2:14]3)=[O:12])[S:10][C:3]=12. The yield is 0.930. (5) The reactants are [Br:1][C:2]1[C:11]([OH:12])=[C:10]2[C:5]([CH:6]=[CH:7][C:8]([CH3:13])=[N:9]2)=[CH:4][CH:3]=1.[C:14]([O-])([O-])=O.[Cs+].[Cs+].IC.O. The catalyst is CN1C(=O)CCC1. The product is [Br:1][C:2]1[C:11]([O:12][CH3:14])=[C:10]2[C:5]([CH:6]=[CH:7][C:8]([CH3:13])=[N:9]2)=[CH:4][CH:3]=1. The yield is 0.912. (6) The reactants are [C:1]([CH2:3][O:4][C:5]1[CH:10]=[C:9]([N+:11]([O-])=O)[CH:8]=[C:7]([O:14][CH3:15])[C:6]=1[O:16][CH3:17])#[N:2].[Cl-].[NH4+]. The catalyst is C(O)C.C(Cl)Cl.[Fe]. The product is [C:1]([CH2:3][O:4][C:5]1[CH:10]=[C:9]([CH:8]=[C:7]([O:14][CH3:15])[C:6]=1[O:16][CH3:17])[NH2:11])#[N:2]. The yield is 0.820.